This data is from Catalyst prediction with 721,799 reactions and 888 catalyst types from USPTO. The task is: Predict which catalyst facilitates the given reaction. (1) Reactant: [Br:1][C:2]1[C:3]([F:12])=[C:4]2[C:10]([NH2:11])=[CH:9][NH:8][C:5]2=[N:6][CH:7]=1.[C:13](O)(=[O:20])[C:14]1[CH:19]=[CH:18][CH:17]=[N:16][CH:15]=1.O=C1N(P(Cl)(N2CCOC2=O)=O)CCO1.C(N(CC)CC)C.[Li+].[OH-].C([O-])([O-])=O.[Na+].[Na+]. Product: [Br:1][C:2]1[C:3]([F:12])=[C:4]2[C:10]([NH:11][C:13](=[O:20])[C:14]3[CH:19]=[CH:18][CH:17]=[N:16][CH:15]=3)=[CH:9][NH:8][C:5]2=[N:6][CH:7]=1. The catalyst class is: 2. (2) Reactant: [H-].[Al+3].[Li+].[H-].[H-].[H-].[Cl:7][C:8]1[N:12]([C:13]2[CH:18]=[CH:17][CH:16]=[CH:15][CH:14]=2)[N:11]=[C:10]([C:19]([F:22])([F:21])[F:20])[C:9]=1[CH:23]=[O:24].C(OCC)(=O)C.O. Product: [Cl:7][C:8]1[N:12]([C:13]2[CH:14]=[CH:15][CH:16]=[CH:17][CH:18]=2)[N:11]=[C:10]([C:19]([F:21])([F:20])[F:22])[C:9]=1[CH2:23][OH:24]. The catalyst class is: 1. (3) Reactant: [CH3:1][C:2]1[CH:7]=[C:6]([CH3:8])[N:5]=[C:4]([NH:9][C:10]2[CH:15]=[CH:14][C:13]([CH2:16][CH:17]([OH:19])[CH3:18])=[CH:12][CH:11]=2)[C:3]=1[N+:20]([O-])=O.[Cl-].[NH4+]. Product: [NH2:20][C:3]1[C:4]([NH:9][C:10]2[CH:15]=[CH:14][C:13]([CH2:16][CH:17]([OH:19])[CH3:18])=[CH:12][CH:11]=2)=[N:5][C:6]([CH3:8])=[CH:7][C:2]=1[CH3:1]. The catalyst class is: 190. (4) Product: [NH2:21][CH2:20][CH2:19][O:18][C:17]1[CH:29]=[CH:30][C:14]([NH:13][C:4](=[O:6])[C:3]2[CH:7]=[CH:8][CH:9]=[C:10]([O:45][CH3:41])[C:2]=2[F:1])=[CH:15][C:16]=1[C:31]1[N:35]([CH3:36])[N:34]=[CH:33][C:32]=1[Cl:37]. Reactant: [F:1][C:2]1[CH:10]=[C:9](OC)[CH:8]=[CH:7][C:3]=1[C:4]([OH:6])=O.[NH2:13][C:14]1[CH:30]=[CH:29][C:17]([O:18][CH2:19][CH2:20][NH:21]C(=O)OC(C)(C)C)=[C:16]([C:31]2[N:35]([CH3:36])[N:34]=[CH:33][C:32]=2[Cl:37])[CH:15]=1.CN([C:41]([O:45]N1N=NC2C=CC=NC1=2)=[N+](C)C)C.F[P-](F)(F)(F)(F)F.C(N(CC)CC)C.Cl. The catalyst class is: 4.